This data is from Catalyst prediction with 721,799 reactions and 888 catalyst types from USPTO. The task is: Predict which catalyst facilitates the given reaction. (1) Reactant: [F:1][C:2]1[CH:7]=[CH:6][C:5]([N:8]2[C:12]3[CH:13]=[C:14]4[C@:19]([CH:21]([C:23]5[CH:28]=[CH:27][CH:26]=[CH:25][N:24]=5)[OH:22])([CH2:20][C:11]=3[CH:10]=[N:9]2)[CH2:18][N:17]([S:29]([C:32]2[CH:37]=[CH:36][C:35]([C:38]([F:41])([F:40])[F:39])=[CH:34][CH:33]=2)(=[O:31])=[O:30])[CH2:16][CH2:15]4)=[CH:4][CH:3]=1.CC(OI1(OC(C)=O)(OC(C)=O)OC(=O)C2C1=CC=CC=2)=O.C(=O)([O-])O.[Na+]. Product: [F:1][C:2]1[CH:3]=[CH:4][C:5]([N:8]2[C:12]3[CH:13]=[C:14]4[C@:19]([C:21]([C:23]5[CH:28]=[CH:27][CH:26]=[CH:25][N:24]=5)=[O:22])([CH2:20][C:11]=3[CH:10]=[N:9]2)[CH2:18][N:17]([S:29]([C:32]2[CH:33]=[CH:34][C:35]([C:38]([F:40])([F:39])[F:41])=[CH:36][CH:37]=2)(=[O:30])=[O:31])[CH2:16][CH2:15]4)=[CH:6][CH:7]=1. The catalyst class is: 4. (2) Reactant: [OH:1][C:2]1[CH:3]=[C:4]([C:8]2[CH:9]=[CH:10][CH:11]=[C:12]3[C:17]=2[O:16][C:15]([N:18]2[CH2:23][CH2:22][O:21][CH2:20][CH2:19]2)=[CH:14][C:13]3=[O:24])[CH:5]=[CH:6][CH:7]=1.C1(N([S:32]([C:35]([F:38])([F:37])[F:36])(=[O:34])=[O:33])[S:32]([C:35]([F:38])([F:37])[F:36])(=[O:34])=[O:33])C=CC=CC=1.CCN(CC)CC.C1COCC1. Product: [N:18]1([C:15]2[O:16][C:17]3[C:12]([C:13](=[O:24])[CH:14]=2)=[CH:11][CH:10]=[CH:9][C:8]=3[C:4]2[CH:3]=[C:2]([O:1][S:32]([C:35]([F:38])([F:37])[F:36])(=[O:34])=[O:33])[CH:7]=[CH:6][CH:5]=2)[CH2:23][CH2:22][O:21][CH2:20][CH2:19]1. The catalyst class is: 6. (3) Reactant: [CH3:1][CH2:2][O:3][Si:4]([O:11][CH2:12][CH3:13])([O:8][CH2:9][CH3:10])[O:5][CH2:6][CH3:7].[CH3:14][CH2:15][O:16][Si:17]([O:25][CH2:26][CH3:27])([O:22][CH2:23][CH3:24])[CH2:18][CH2:19][CH2:20][NH2:21]. Product: [CH3:7][CH2:6][O:5][Si:4]([O:3][CH2:2][CH3:1])([O:8][CH2:9][CH3:10])[O:11][CH2:12][CH3:13].[CH3:24][CH2:23][O:22][Si:17]([O:25][CH2:26][CH3:27])([O:16][CH2:15][CH3:14])[CH2:18][CH2:19][CH2:20][NH2:21]. The catalyst class is: 14. (4) Reactant: [Br:1][C:2]1[CH:17]=[CH:16][C:5]([C:6]([NH:8][C:9]2[CH:14]=[CH:13][C:12]([OH:15])=[CH:11][CH:10]=2)=[O:7])=[CH:4][CH:3]=1.N1C=CN=C1.[CH3:23][C:24]([Si:27](Cl)([CH3:29])[CH3:28])([CH3:26])[CH3:25]. Product: [Br:1][C:2]1[CH:17]=[CH:16][C:5]([C:6]([NH:8][C:9]2[CH:14]=[CH:13][C:12]([O:15][Si:27]([C:24]([CH3:26])([CH3:25])[CH3:23])([CH3:29])[CH3:28])=[CH:11][CH:10]=2)=[O:7])=[CH:4][CH:3]=1. The catalyst class is: 31. (5) Reactant: Cl.[Sn](Cl)Cl.[N+:5]([C:8]1[CH:13]=[CH:12][CH:11]=[CH:10][C:9]=1[N:14]1[CH2:19][CH2:18][CH2:17][CH2:16][CH2:15]1)([O-])=O.C(=O)(O)[O-].[Na+]. Product: [N:14]1([C:9]2[CH:10]=[CH:11][CH:12]=[CH:13][C:8]=2[NH2:5])[CH2:19][CH2:18][CH2:17][CH2:16][CH2:15]1. The catalyst class is: 5.